This data is from Full USPTO retrosynthesis dataset with 1.9M reactions from patents (1976-2016). The task is: Predict the reactants needed to synthesize the given product. (1) Given the product [OH:41][C:38]1[CH:39]=[CH:40][C:35]([CH2:34][C@@H:30]([N:29]([CH3:42])[C:27](=[O:28])[O:26][C:23]([CH3:22])([CH3:25])[CH3:24])[C:31](=[O:32])[NH:1][C:2]2[CH:3]=[C:4]3[C:20](=[O:21])[NH:19][N:18]=[CH:17][C:6]4=[C:7]([C:11]5[CH:12]=[CH:13][CH:14]=[CH:15][CH:16]=5)[NH:8][C:9]([CH:10]=2)=[C:5]34)=[CH:36][CH:37]=1, predict the reactants needed to synthesize it. The reactants are: [NH2:1][C:2]1[CH:3]=[C:4]2[C:20](=[O:21])[NH:19][N:18]=[CH:17][C:6]3=[C:7]([C:11]4[CH:16]=[CH:15][CH:14]=[CH:13][CH:12]=4)[NH:8][C:9]([CH:10]=1)=[C:5]23.[CH3:22][C:23]([O:26][C:27]([N:29]([CH3:42])[C@H:30]([CH2:34][C:35]1[CH:40]=[CH:39][C:38]([OH:41])=[CH:37][CH:36]=1)[C:31](O)=[O:32])=[O:28])([CH3:25])[CH3:24].C(N(CC)CC)C.F[P-](F)(F)(F)(F)F.N1(OC(N(C)C)=[N+](C)C)C2N=CC=CC=2N=N1. (2) Given the product [C:1]1([C:16]2[CH:17]=[N:18][N:19]3[CH2:24][CH2:23][N:22]([C:25]([O:27][C:28]([CH3:31])([CH3:30])[CH3:29])=[O:26])[CH2:21][C:20]=23)[CH2:5][CH2:4][CH2:3][CH:2]=1, predict the reactants needed to synthesize it. The reactants are: [C:1]1(B(O)O)[CH2:5][CH2:4][CH2:3][CH:2]=1.C([O-])([O-])=O.[Cs+].[Cs+].I[C:16]1[CH:17]=[N:18][N:19]2[CH2:24][CH2:23][N:22]([C:25]([O:27][C:28]([CH3:31])([CH3:30])[CH3:29])=[O:26])[CH2:21][C:20]=12. (3) Given the product [CH:38]([OH:40])=[O:39].[N:1]1([CH2:8][CH2:9][CH2:10][O:11][C:12]2[CH:13]=[CH:14][C:15]([CH2:18][CH2:19][N:20]3[CH2:25][CH2:24][N:23]([C:26]4[CH:27]=[C:28]([CH2:42][C:43]5[CH:48]=[CH:47][CH:46]=[CH:45][CH:44]=5)[CH:29]=[C:30]5[C:35]=4[N:34]=[C:33]([CH2:36][CH2:37][C:38]([OH:40])=[O:39])[CH:32]=[CH:31]5)[CH2:22][CH2:21]3)=[CH:16][CH:17]=2)[CH2:7][CH2:6][CH2:5][CH2:4][CH2:3][CH2:2]1, predict the reactants needed to synthesize it. The reactants are: [N:1]1([CH2:8][CH2:9][CH2:10][O:11][C:12]2[CH:17]=[CH:16][C:15]([CH2:18][CH2:19][N:20]3[CH2:25][CH2:24][N:23]([C:26]4[CH:27]=[C:28]([CH2:42][C:43]5[CH:48]=[CH:47][CH:46]=[CH:45][CH:44]=5)[CH:29]=[C:30]5[C:35]=4[N:34]=[C:33]([CH2:36][CH2:37][C:38]([O:40]C)=[O:39])[CH:32]=[CH:31]5)[CH2:22][CH2:21]3)=[CH:14][CH:13]=2)[CH2:7][CH2:6][CH2:5][CH2:4][CH2:3][CH2:2]1.[OH-].[Na+].Cl.